Task: Predict the product of the given reaction.. Dataset: Forward reaction prediction with 1.9M reactions from USPTO patents (1976-2016) (1) Given the reactants [O:1]1[CH:5]=[C:4]([C:6]([OH:8])=O)[N:3]=[CH:2]1.C(Cl)(=O)C(Cl)=O.CN(C)C=O.[NH2:20][C:21]1[S:22][C:23]2[C:28]([N:29]=1)=[CH:27][CH:26]=[C:25]([O:30][C:31]1[CH:32]=[C:33]([NH:38][C:39](=[O:50])[C:40]3[CH:45]=[CH:44][CH:43]=[C:42]([C:46]([F:49])([F:48])[F:47])[CH:41]=3)[CH:34]=[CH:35][C:36]=1[CH3:37])[N:24]=2, predict the reaction product. The product is: [CH3:37][C:36]1[CH:35]=[CH:34][C:33]([NH:38][C:39](=[O:50])[C:40]2[CH:45]=[CH:44][CH:43]=[C:42]([C:46]([F:47])([F:48])[F:49])[CH:41]=2)=[CH:32][C:31]=1[O:30][C:25]1[N:24]=[C:23]2[S:22][C:21]([NH:20][C:6]([C:4]3[N:3]=[CH:2][O:1][CH:5]=3)=[O:8])=[N:29][C:28]2=[CH:27][CH:26]=1. (2) Given the reactants [CH2:1]([N:3]([CH2:26][CH3:27])[C:4](=[O:25])[CH2:5][C:6]1[C:7]([C:17]2[CH:22]=[CH:21][C:20]([OH:23])=[C:19]([I:24])[CH:18]=2)=[N:8][N:9]2[C:14]([CH3:15])=[CH:13][C:12]([CH3:16])=[N:11][C:10]=12)[CH3:2].[C:28]([O-])([O-])=O.[K+].[K+].CI, predict the reaction product. The product is: [CH2:26]([N:3]([CH2:1][CH3:2])[C:4](=[O:25])[CH2:5][C:6]1[C:7]([C:17]2[CH:22]=[CH:21][C:20]([O:23][CH3:28])=[C:19]([I:24])[CH:18]=2)=[N:8][N:9]2[C:14]([CH3:15])=[CH:13][C:12]([CH3:16])=[N:11][C:10]=12)[CH3:27]. (3) The product is: [Cl:39][C:25]1[C:26]([NH:28][C:29]2([CH2:35][C:36]([NH2:38])=[O:37])[CH2:34][CH2:33][CH2:32][CH2:31][CH2:30]2)=[N:27][C:22]([NH:1][C:2]2[C:18]([O:19][CH3:20])=[CH:17][C:5]3[CH2:6][CH2:7][N:8]([CH2:11][C:12](=[O:13])[N:14]([CH3:16])[CH3:15])[CH2:9][CH2:10][C:4]=3[CH:3]=2)=[N:23][CH:24]=1. Given the reactants [NH2:1][C:2]1[C:18]([O:19][CH3:20])=[CH:17][C:5]2[CH2:6][CH2:7][N:8]([CH2:11][C:12]([N:14]([CH3:16])[CH3:15])=[O:13])[CH2:9][CH2:10][C:4]=2[CH:3]=1.Cl[C:22]1[N:27]=[C:26]([NH:28][C:29]2([CH2:35][C:36]([NH2:38])=[O:37])[CH2:34][CH2:33][CH2:32][CH2:31][CH2:30]2)[C:25]([Cl:39])=[CH:24][N:23]=1, predict the reaction product. (4) Given the reactants [CH3:1][O:2][C:3]1[N:8]=[CH:7][C:6]([NH:9][S:10]([C:13]2[CH:18]=[CH:17][CH:16]=[CH:15][C:14]=2[CH3:19])(=[O:12])=[O:11])=[CH:5][CH:4]=1.Br[CH2:21][C:22]([O:24]C(C)(C)C)=[O:23], predict the reaction product. The product is: [CH3:1][O:2][C:3]1[N:8]=[CH:7][C:6]([N:9]([CH2:21][C:22]([OH:24])=[O:23])[S:10]([C:13]2[C:14]([CH3:19])=[CH:15][CH:16]=[CH:17][CH:18]=2)(=[O:12])=[O:11])=[CH:5][CH:4]=1.